This data is from Full USPTO retrosynthesis dataset with 1.9M reactions from patents (1976-2016). The task is: Predict the reactants needed to synthesize the given product. (1) Given the product [NH2:22][C@@H:10]1[C:9]2[CH:30]=[C:5]([CH:6]=[N:7][CH:8]=2)[C:4]2[N:3]([CH:2]([F:1])[F:31])[N:19]=[CH:18][C:17]=2[NH:16][C:15](=[O:20])[C@H:14]([CH3:21])[CH2:13][CH2:12][CH2:11]1, predict the reactants needed to synthesize it. The reactants are: [F:1][CH:2]([F:31])[N:3]1[N:19]=[CH:18][C:17]2[NH:16][C:15](=[O:20])[C@H:14]([CH3:21])[CH2:13][CH2:12][CH2:11][C@H:10]([NH:22]C(=O)OC(C)(C)C)[C:9]3[CH:30]=[C:5]([CH:6]=[N:7][CH:8]=3)[C:4]1=2.O1CCOCC1.CO. (2) Given the product [NH:9]1[C:10]2[C:6](=[C:5]([N:4]([C@H:21]3[C:30]4[C:25](=[CH:26][CH:27]=[CH:28][CH:29]=4)[N:24]([C:31](=[O:40])[C:32]4[CH:37]=[CH:36][C:35]([O:38][CH3:39])=[CH:34][CH:33]=4)[C@@H:23]([CH3:41])[CH2:22]3)[C:1](=[O:3])[CH3:2])[CH:13]=[CH:12][CH:11]=2)[CH:7]=[CH:8]1, predict the reactants needed to synthesize it. The reactants are: [C:1]([N:4]([C@H:21]1[C:30]2[C:25](=[CH:26][CH:27]=[CH:28][CH:29]=2)[N:24]([C:31](=[O:40])[C:32]2[CH:37]=[CH:36][C:35]([O:38][CH3:39])=[CH:34][CH:33]=2)[C@@H:23]([CH3:41])[CH2:22]1)[C:5]1[CH:13]=[CH:12][CH:11]=[C:10]2[C:6]=1[CH:7]=[CH:8][N:9]2C(OC(C)(C)C)=O)(=[O:3])[CH3:2].